Dataset: Catalyst prediction with 721,799 reactions and 888 catalyst types from USPTO. Task: Predict which catalyst facilitates the given reaction. Reactant: C(O[C:6](=O)[N:7]([CH:9]1[CH:13]([C:14]2[CH:19]=[CH:18][C:17]([Cl:20])=[C:16]([Cl:21])[CH:15]=2)[CH2:12][N:11]([C:22](=[O:31])[C:23]2[CH:28]=[CH:27][C:26]([C:29]#[N:30])=[CH:25][CH:24]=2)[CH2:10]1)C)(C)(C)C.C(O)(C(F)(F)F)=O.C([O-])(O)=O.[Na+]. Product: [Cl:21][C:16]1[CH:15]=[C:14]([CH:13]2[CH:9]([NH:7][CH3:6])[CH2:10][N:11]([C:22]([C:23]3[CH:24]=[CH:25][C:26]([C:29]#[N:30])=[CH:27][CH:28]=3)=[O:31])[CH2:12]2)[CH:19]=[CH:18][C:17]=1[Cl:20]. The catalyst class is: 2.